From a dataset of TCR-epitope binding with 47,182 pairs between 192 epitopes and 23,139 TCRs. Binary Classification. Given a T-cell receptor sequence (or CDR3 region) and an epitope sequence, predict whether binding occurs between them. (1) The epitope is LVLSVNPYV. The TCR CDR3 sequence is CASTATGTLTEAFF. Result: 0 (the TCR does not bind to the epitope). (2) The epitope is LPPIVAKEI. The TCR CDR3 sequence is CASSFRDSRNEQFF. Result: 0 (the TCR does not bind to the epitope).